The task is: Predict the reactants needed to synthesize the given product.. This data is from Full USPTO retrosynthesis dataset with 1.9M reactions from patents (1976-2016). (1) Given the product [Cl:17][C:18]1[CH:19]=[CH:20][C:21]([NH:24][CH2:1][C@@H:3]2[CH2:8][CH2:7][C@H:6]([CH3:9])[CH2:5][N:4]2[C:10]([O:12][C:13]([CH3:16])([CH3:15])[CH3:14])=[O:11])=[N:22][CH:23]=1, predict the reactants needed to synthesize it. The reactants are: [CH:1]([C@@H:3]1[CH2:8][CH2:7][C@H:6]([CH3:9])[CH2:5][N:4]1[C:10]([O:12][C:13]([CH3:16])([CH3:15])[CH3:14])=[O:11])=O.[Cl:17][C:18]1[CH:19]=[CH:20][C:21]([NH2:24])=[N:22][CH:23]=1.C(O[BH-](OC(=O)C)OC(=O)C)(=O)C.[Na+].C([O-])([O-])=O.[Na+].[Na+]. (2) Given the product [O:16]=[C:14]1[N:13]([C:17]2[CH:22]=[CH:21][CH:20]=[C:19]([C:23]([F:25])([F:24])[F:26])[CH:18]=2)[C:12]2[CH2:27][CH2:28][NH:29][C:30](=[O:31])[C:11]=2[CH:10]([C:9]2[CH:8]=[CH:7][C:4]([C:5]#[N:6])=[CH:3][C:2]=2[C:85]([F:88])([F:87])[F:86])[NH:15]1, predict the reactants needed to synthesize it. The reactants are: Br[C:2]1[CH:3]=[C:4]([CH:7]=[CH:8][C:9]=1[CH:10]1[NH:15][C:14](=[O:16])[N:13]([C:17]2[CH:22]=[CH:21][CH:20]=[C:19]([C:23]([F:26])([F:25])[F:24])[CH:18]=2)[C:12]2[CH2:27][CH2:28][NH:29][C:30](=[O:31])[C:11]1=2)[C:5]#[N:6].C1(S(C(C2C=CC(C#N)=CC=2Br)NC(=O)OC(C)(C)C)(=O)=O)C=CC=CC=1.C1(S(C(C2C=CC(C#N)=CC=2[C:85]([F:88])([F:87])[F:86])NC(=O)OC(C)(C)C)(=O)=O)C=CC=CC=1. (3) Given the product [Cl:15][C:6]1[N:5]=[CH:4][N:3]=[C:2]([NH:35][S:34](=[O:36])(=[O:37])[NH:33][CH2:26][C:27]2[CH:32]=[CH:31][CH:30]=[CH:29][CH:28]=2)[C:7]=1[C:8]1[CH:13]=[CH:12][C:11]([Cl:14])=[CH:10][CH:9]=1, predict the reactants needed to synthesize it. The reactants are: Cl[C:2]1[C:7]([C:8]2[CH:13]=[CH:12][C:11]([Cl:14])=[CH:10][CH:9]=2)=[C:6]([Cl:15])[N:5]=[CH:4][N:3]=1.C(N(C(C)C)CC)(C)C.[K].[CH2:26]([NH:33][S:34](=[O:37])(=[O:36])[NH2:35])[C:27]1[CH:32]=[CH:31][CH:30]=[CH:29][CH:28]=1. (4) Given the product [Br:17][C:18]1[CH:23]=[C:22]([C:2]23[CH2:11][CH:6]4[CH2:7][CH:8]([CH2:10][C:4]([C:2]5[CH:11]=[C:6]([Br:13])[CH:5]=[C:4]([Br:15])[CH:3]=5)([CH2:5]4)[CH2:3]2)[CH2:9]3)[CH:21]=[C:20]([Br:24])[CH:19]=1, predict the reactants needed to synthesize it. The reactants are: Br[C:2]12[CH2:11][CH:6]3[CH2:7][CH:8]([CH2:10][C:4](Br)([CH2:5]3)[CH2:3]1)[CH2:9]2.[Br-:13].[Al+3].[Br-:15].[Br-].[Br:17][C:18]1[CH:23]=[CH:22][CH:21]=[C:20]([Br:24])[CH:19]=1.Br. (5) Given the product [F:1][C:2]1[CH:34]=[C:33]([F:35])[CH:32]=[CH:31][C:3]=1[O:4][C:5]1[CH:10]=[CH:9][C:8]([S:11]([CH3:14])(=[O:13])=[O:12])=[CH:7][C:6]=1[C:15]1[C:16]2[CH:25]=[C:24]([C:43]([CH3:44])=[CH2:42])[NH:23][C:17]=2[C:18](=[O:22])[N:19]([CH3:21])[CH:20]=1, predict the reactants needed to synthesize it. The reactants are: [F:1][C:2]1[CH:34]=[C:33]([F:35])[CH:32]=[CH:31][C:3]=1[O:4][C:5]1[CH:10]=[CH:9][C:8]([S:11]([CH3:14])(=[O:13])=[O:12])=[CH:7][C:6]=1[C:15]1[C:16]2[CH:25]=[C:24](C(OCC)=O)[NH:23][C:17]=2[C:18](=[O:22])[N:19]([CH3:21])[CH:20]=1.C[Mg]Br.Cl.O.O1C[CH2:44][CH2:43][CH2:42]1. (6) Given the product [OH:18][CH2:17][C@@H:6]([NH:7][C:10](=[O:11])[O:12][C:13]([CH3:16])([CH3:15])[CH3:14])[CH2:5][C@H:4]([CH2:8][OH:9])[CH2:1][CH:2]=[CH2:3], predict the reactants needed to synthesize it. The reactants are: [CH2:1]([C@H:4]1[C:8](=[O:9])[N:7]([C:10]([O:12][C:13]([CH3:16])([CH3:15])[CH3:14])=[O:11])[C@H:6]([C:17](OCC)=[O:18])[CH2:5]1)[CH:2]=[CH2:3].[BH4-].[Na+]. (7) Given the product [CH3:1][N:2]1[C@@H:18]2[CH2:19][C:7]3[CH:8]=[CH:9][C:10]([O:22][CH3:23])=[C:11]4[O:12][C@H:13]5[C:14]([O:20][CH3:21])=[CH:15][CH2:16][C@@H:17]2[C@:5]5([C:6]=34)[CH2:4][CH2:3]1, predict the reactants needed to synthesize it. The reactants are: [CH3:1][N:2]1[C@@H:18]2[CH2:19][C:7]3[CH:8]=[CH:9][C:10]([O:22][CH3:23])=[C:11]4[O:12][C@H:13]5[C:14]([O:20][CH3:21])=[CH:15][CH:16]=[C:17]2[C@:5]5([C:6]=34)[CH2:4][CH2:3]1.C(O)C.C(CN)O. (8) Given the product [C:1]([O:5][C:6]([N:8]1[C@H:13]([CH2:14][NH2:15])[CH2:12][C@H:11]2[C@@H:9]1[CH2:10]2)=[O:7])([CH3:4])([CH3:3])[CH3:2], predict the reactants needed to synthesize it. The reactants are: [C:1]([O:5][C:6]([N:8]1[C@H:13]([CH2:14][NH:15]CC2C=CC=CC=2)[CH2:12][C@H:11]2[C@@H:9]1[CH2:10]2)=[O:7])([CH3:4])([CH3:3])[CH3:2]. (9) Given the product [CH2:5]([C:6](=[CH:3][CH2:4][CH2:5][CH2:6][CH3:7])[CH:7]=[O:8])[CH2:4][CH3:3], predict the reactants needed to synthesize it. The reactants are: [OH-].[Na+].[CH3:3][CH2:4][CH2:5][CH2:6][CH:7]=[O:8].